This data is from Catalyst prediction with 721,799 reactions and 888 catalyst types from USPTO. The task is: Predict which catalyst facilitates the given reaction. Reactant: [Cl:1][C:2]1[NH:6][N:5]=[C:4]([C:7]([F:10])([F:9])[F:8])[CH:3]=1.C(=O)([O-])[O-].[K+].[K+].Br[CH2:18][C:19]([O:21][CH2:22][CH3:23])=[O:20]. Product: [Cl:1][C:2]1[N:6]([CH2:18][C:19]([O:21][CH2:22][CH3:23])=[O:20])[N:5]=[C:4]([C:7]([F:10])([F:9])[F:8])[CH:3]=1. The catalyst class is: 42.